This data is from Peptide-MHC class II binding affinity with 134,281 pairs from IEDB. The task is: Regression. Given a peptide amino acid sequence and an MHC pseudo amino acid sequence, predict their binding affinity value. This is MHC class II binding data. (1) The binding affinity (normalized) is 0. The peptide sequence is IRQAGVQYSR. The MHC is HLA-DQA10101-DQB10501 with pseudo-sequence HLA-DQA10101-DQB10501. (2) The peptide sequence is AYDTYKSIPSLEAAV. The MHC is HLA-DQA10102-DQB10602 with pseudo-sequence HLA-DQA10102-DQB10602. The binding affinity (normalized) is 0.579. (3) The peptide sequence is KFGVAKKANVYAVKV. The MHC is DRB1_1201 with pseudo-sequence DRB1_1201. The binding affinity (normalized) is 0.348. (4) The peptide sequence is IEKVDAAFKVAATAANAAPA. The MHC is DRB4_0101 with pseudo-sequence DRB4_0103. The binding affinity (normalized) is 0.609.